The task is: Binary Classification. Given a T-cell receptor sequence (or CDR3 region) and an epitope sequence, predict whether binding occurs between them.. This data is from TCR-epitope binding with 47,182 pairs between 192 epitopes and 23,139 TCRs. (1) The epitope is HTDFSSEIIGY. The TCR CDR3 sequence is CASSDRGVSWSPLHF. Result: 0 (the TCR does not bind to the epitope). (2) The epitope is GTSGSPIVNR. The TCR CDR3 sequence is CSARDPGEYQETQYF. Result: 1 (the TCR binds to the epitope). (3) The TCR CDR3 sequence is CASKQGATSGNTIYF. The epitope is QVPLRPMTYK. Result: 0 (the TCR does not bind to the epitope).